This data is from Peptide-MHC class II binding affinity with 134,281 pairs from IEDB. The task is: Regression. Given a peptide amino acid sequence and an MHC pseudo amino acid sequence, predict their binding affinity value. This is MHC class II binding data. The peptide sequence is IWYMWLGARYLEFEAKK. The MHC is DRB4_0103 with pseudo-sequence DRB4_0103. The binding affinity (normalized) is 0.744.